Dataset: Full USPTO retrosynthesis dataset with 1.9M reactions from patents (1976-2016). Task: Predict the reactants needed to synthesize the given product. (1) Given the product [CH2:30]([N:14]1[C:10]([C:7]2[CH:6]=[CH:5][C:4]([CH3:3])=[CH:9][CH:8]=2)=[C:11]([C:24]2[CH:25]=[CH:26][N:27]=[CH:28][CH:29]=2)[N:12]=[C:13]1[C:15]1[C:20]([CH3:21])=[CH:19][C:18]([CH3:22])=[CH:17][C:16]=1[CH3:23])[CH3:31], predict the reactants needed to synthesize it. The reactants are: [H-].[Na+].[CH3:3][C:4]1[CH:9]=[CH:8][C:7]([C:10]2[NH:14][C:13]([C:15]3[C:20]([CH3:21])=[CH:19][C:18]([CH3:22])=[CH:17][C:16]=3[CH3:23])=[N:12][C:11]=2[C:24]2[CH:29]=[CH:28][N:27]=[CH:26][CH:25]=2)=[CH:6][CH:5]=1.[CH2:30](Br)[CH3:31]. (2) Given the product [N+:1]([C:4]1[CH:5]=[C:6]([CH:9]=[CH:10][C:11]=1[CH3:12])[CH2:7][C:19]([CH2:18][CH2:17][C:16]([F:15])([F:24])[F:25])([C:20]#[N:21])[C:22]#[N:23])([O-:3])=[O:2], predict the reactants needed to synthesize it. The reactants are: [N+:1]([C:4]1[CH:5]=[C:6]([CH:9]=[CH:10][C:11]=1[CH3:12])[CH2:7]Br)([O-:3])=[O:2].[H-].[Na+].[F:15][C:16]([F:25])([F:24])[CH2:17][CH2:18][CH:19]([C:22]#[N:23])[C:20]#[N:21].